Dataset: Forward reaction prediction with 1.9M reactions from USPTO patents (1976-2016). Task: Predict the product of the given reaction. Given the reactants [B:1]1(B2OC(C)(C)C(C)(C)O2)[O:5]C(C)(C)C(C)(C)[O:2]1.CC([O-])=O.[K+].C(Cl)Cl.Br[C:28]1[CH:29]=[C:30]2[C:35](=[CH:36][C:37]=1[O:38][CH2:39][CH3:40])[N:34]=[C:33]([CH3:41])[C:32]([CH3:42])=[N:31]2, predict the reaction product. The product is: [CH2:39]([O:38][C:37]1[CH:36]=[C:35]2[C:30]([N:31]=[C:32]([CH3:42])[C:33]([CH3:41])=[N:34]2)=[CH:29][C:28]=1[B:1]([OH:5])[OH:2])[CH3:40].